The task is: Predict the reaction yield, written as a fraction of the theoretical maximum amount of product (1.0 means a 100% yield; for example, 0.34 means a 34% yield).. This data is from Reaction yield outcomes from USPTO patents with 853,638 reactions. (1) The reactants are [CH:1]1([CH2:4][O:5][C:6]2[C:7](I)=[N:8][C:9]([S:12]([CH3:15])(=[O:14])=[O:13])=[CH:10][CH:11]=2)[CH2:3][CH2:2]1.[CH3:17][N:18]1[CH:27]=[C:26](B2OC(C)(C)C(C)(C)O2)[C:25]2[C:20](=[CH:21][CH:22]=[CH:23][CH:24]=2)[C:19]1=[O:37].[O-]P([O-])([O-])=O.[K+].[K+].[K+]. The catalyst is O1CCOCC1.O.C1C=CC(P(C2C=CC=CC=2)[C-]2C=CC=C2)=CC=1.C1C=CC(P(C2C=CC=CC=2)[C-]2C=CC=C2)=CC=1.Cl[Pd]Cl.[Fe+2]. The product is [CH:1]1([CH2:4][O:5][C:6]2[C:7]([C:26]3[C:25]4[C:20](=[CH:21][CH:22]=[CH:23][CH:24]=4)[C:19](=[O:37])[N:18]([CH3:17])[CH:27]=3)=[N:8][C:9]([S:12]([CH3:15])(=[O:14])=[O:13])=[CH:10][CH:11]=2)[CH2:3][CH2:2]1. The yield is 0.531. (2) The reactants are [H-].[Na+].[Cl:3][C:4]1[C:12]2[NH:11][C:10]3[CH2:13][CH2:14][N:15]([C:18]([O:20][C:21]([CH3:24])([CH3:23])[CH3:22])=[O:19])[CH2:16][CH2:17][C:9]=3[C:8]=2[CH:7]=[C:6]([Cl:25])[CH:5]=1.Br[CH2:27][C:28]([O:30][CH2:31][CH3:32])=[O:29]. The catalyst is CN(C=O)C. The product is [Cl:3][C:4]1[C:12]2[N:11]([CH2:27][C:28]([O:30][CH2:31][CH3:32])=[O:29])[C:10]3[CH2:13][CH2:14][N:15]([C:18]([O:20][C:21]([CH3:22])([CH3:24])[CH3:23])=[O:19])[CH2:16][CH2:17][C:9]=3[C:8]=2[CH:7]=[C:6]([Cl:25])[CH:5]=1. The yield is 0.980. (3) The product is [CH3:30][C:31]1[S:32][C:33]2[CH:39]=[CH:38][C:37]([CH2:3][CH2:2][CH2:1][N:4]3[C:12](=[O:13])[C:11]4[C:6](=[CH:7][CH:8]=[CH:9][CH:10]=4)[C:5]3=[O:14])=[CH:36][C:34]=2[N:35]=1. The catalyst is C1COCC1.O.CN(C=O)C.C1C=CC([PH+]([C]2[CH][CH][CH][CH]2)C2C=CC=CC=2)=CC=1.C1C=CC([PH+]([C]2[CH][CH][CH][CH]2)C2C=CC=CC=2)=CC=1.C(Cl)Cl.Cl[Pd]Cl.[Fe]. The reactants are [CH2:1]([N:4]1[C:12](=[O:13])[C:11]2[C:6](=[CH:7][CH:8]=[CH:9][CH:10]=2)[C:5]1=[O:14])[CH:2]=[CH2:3].B1C2CCCC1CCC2.C([O-])([O-])=O.[K+].[K+].[CH3:30][C:31]1[S:32][C:33]2[CH:39]=[C:38](Br)[CH:37]=[CH:36][C:34]=2[N:35]=1. The yield is 0.680. (4) The reactants are [CH3:1][O:2][C:3]1[CH:4]=[C:5]([CH2:10][CH2:11][CH2:12]O)[CH:6]=[CH:7][C:8]=1[CH3:9].C1(P(C2C=CC=CC=2)C2C=CC=CC=2)C=CC=CC=1.[Br:33]N1C(=O)CCC1=O. The catalyst is C(Cl)Cl. The product is [Br:33][CH2:12][CH2:11][CH2:10][C:5]1[CH:6]=[CH:7][C:8]([CH3:9])=[C:3]([O:2][CH3:1])[CH:4]=1. The yield is 0.879. (5) The reactants are S(Cl)(Cl)=O.[CH:5]1([CH2:8][O:9][C:10]2[CH:31]=[CH:30][C:13]([C:14]([NH:16][C:17]3[C:26]([F:27])=[C:25]4[C:20]([CH:21]=[C:22]([CH2:28]O)[CH:23]=[N:24]4)=[CH:19][CH:18]=3)=[O:15])=[CH:12][CH:11]=2)[CH2:7][CH2:6]1.C(=O)([O-])[O-].[K+].[K+].[C:38]1(=[O:48])[NH:42][C:41](=[O:43])[C:40]2=[CH:44][CH:45]=[CH:46][CH:47]=[C:39]12.[K].[OH-].[K+]. The catalyst is CN1C(=O)CCC1.O. The product is [CH:5]1([CH2:8][O:9][C:10]2[CH:11]=[CH:12][C:13]([C:14]([NH:16][C:17]3[C:26]([F:27])=[C:25]4[C:20]([CH:21]=[C:22]([CH2:28][N:42]5[C:38](=[O:48])[C:39]6[C:40](=[CH:44][CH:45]=[CH:46][CH:47]=6)[C:41]5=[O:43])[CH:23]=[N:24]4)=[CH:19][CH:18]=3)=[O:15])=[CH:30][CH:31]=2)[CH2:6][CH2:7]1. The yield is 0.860. (6) The yield is 0.750. The catalyst is C(O)C. The product is [Cl:6][C:7]1[CH:8]=[C:9]2[C:14](=[CH:15][C:16]=1[OH:17])[O:13][CH2:12][CH:11]([C:21]1[CH:26]=[CH:25][C:24]([OH:27])=[CH:23][CH:22]=1)[C:10]2=[O:31]. The reactants are N1C=CN=C1.[Cl:6][C:7]1[CH:8]=[C:9]2[C:14](=[CH:15][C:16]=1[O:17]C(=O)C)[O:13][CH2:12][CH:11]([C:21]1[CH:26]=[CH:25][C:24]([O:27]C(=O)C)=[CH:23][CH:22]=1)[C:10]2=[O:31]. (7) The reactants are [NH2:1][CH:2]([C:6]#[N:7])[C:3]([NH2:5])=[O:4].[C:8]([O:12][C:13](=[O:24])[NH:14][C:15]1[CH:20]=[CH:19][C:18]([N:21]=[C:22]=[S:23])=[CH:17][CH:16]=1)([CH3:11])([CH3:10])[CH3:9]. The catalyst is CCOC(C)=O. The product is [C:8]([O:12][C:13](=[O:24])[NH:14][C:15]1[CH:16]=[CH:17][C:18]([NH:21][C:22]2[S:23][C:6]([NH2:7])=[C:2]([C:3](=[O:4])[NH2:5])[N:1]=2)=[CH:19][CH:20]=1)([CH3:11])([CH3:9])[CH3:10]. The yield is 0.570. (8) The reactants are [H-].[H-].[H-].[H-].[Li+].[Al+3].[OH:7][C:8]1[C:9]([CH2:14][CH2:15][C:16](OCC)=[O:17])=[N:10][CH:11]=[CH:12][CH:13]=1. The catalyst is C1COCC1. The product is [OH:17][CH2:16][CH2:15][CH2:14][C:9]1[C:8]([OH:7])=[CH:13][CH:12]=[CH:11][N:10]=1. The yield is 0.500.